From a dataset of Reaction yield outcomes from USPTO patents with 853,638 reactions. Predict the reaction yield, written as a fraction of the theoretical maximum amount of product (1.0 means a 100% yield; for example, 0.34 means a 34% yield). (1) The reactants are Br[C:2]1[C:7](=[O:8])[N:6]([CH2:9][C:10]2[CH:15]=[CH:14][C:13]([C:16]3[C:17]([C:22]#[N:23])=[CH:18][CH:19]=[CH:20][CH:21]=3)=[CH:12][CH:11]=2)[C:5]([CH2:24][CH2:25][CH3:26])=[N:4][C:3]=1[CH2:27][CH3:28].[O:29]1[C:33]2[CH:34]=[CH:35][C:36](B(O)O)=[CH:37][C:32]=2[CH2:31][CH2:30]1.C(=O)([O-])[O-].[Cs+].[Cs+]. The catalyst is O1CCOCC1.C(OCC)(=O)C.C1C=CC(P(C2C=CC=CC=2)[C-]2C=CC=C2)=CC=1.C1C=CC(P(C2C=CC=CC=2)[C-]2C=CC=C2)=CC=1.Cl[Pd]Cl.[Fe+2]. The product is [O:29]1[C:33]2[CH:34]=[CH:35][C:36]([C:2]3[C:7](=[O:8])[N:6]([CH2:9][C:10]4[CH:15]=[CH:14][C:13]([C:16]5[C:17]([C:22]#[N:23])=[CH:18][CH:19]=[CH:20][CH:21]=5)=[CH:12][CH:11]=4)[C:5]([CH2:24][CH2:25][CH3:26])=[N:4][C:3]=3[CH2:27][CH3:28])=[CH:37][C:32]=2[CH2:31][CH2:30]1. The yield is 0.870. (2) The reactants are O[O:2][S:3]([O-:5])=O.[K+].[CH3:7]CO.[CH3:10][C:11]1[CH:16]=[C:15]([N+:17]([O-:19])=[O:18])[C:14]([O:20][CH3:21])=[CH:13][C:12]=1[N:22]1[CH2:27][CH2:26][CH:25]([CH2:28][CH2:29]SC)[CH2:24][CH2:23]1. The catalyst is O.CCOC(C)=O. The product is [CH3:10][C:11]1[CH:16]=[C:15]([N+:17]([O-:19])=[O:18])[C:14]([O:20][CH3:21])=[CH:13][C:12]=1[N:22]1[CH2:27][CH2:26][CH:25]([CH2:28][CH2:29][S:3]([CH3:7])(=[O:5])=[O:2])[CH2:24][CH2:23]1. The yield is 0.730. (3) The reactants are [C:1]([C@H:5]1[CH2:9]OS(=O)(=O)[O:6]1)([CH3:4])([CH3:3])[CH3:2].[F:12][C:13]([F:20])([F:19])[C:14]1[CH:18]=[CH:17][NH:16][N:15]=1.C(=O)([O-])[O-].[K+].[K+].C(Cl)(=O)C.CO.C(=O)(O)[O-].[Na+]. The catalyst is CN(C)C=O. The product is [CH3:2][C:1]([CH3:4])([CH3:3])[C@H:5]([OH:6])[CH2:9][N:16]1[CH:17]=[CH:18][C:14]([C:13]([F:20])([F:19])[F:12])=[N:15]1. The yield is 0.560. (4) The reactants are [CH3:1][C:2]1[CH:10]=[C:9]([CH3:11])[CH:8]=[C:7]([CH3:12])[C:3]=1[C:4]([OH:6])=[O:5].[N+:13]([O-])([OH:15])=[O:14]. No catalyst specified. The product is [N+:13]([C:10]1[C:2]([CH3:1])=[C:3]([C:7]([CH3:12])=[CH:8][C:9]=1[CH3:11])[C:4]([OH:6])=[O:5])([O-:15])=[O:14]. The yield is 0.940. (5) The product is [CH2:17]([N:4]([CH2:1][CH2:2][CH3:3])[S:5]([C:8]1[CH:9]=[CH:10][C:11]([C:12]([NH:24][C:25]2[S:26][C:27]3[C:33]([C:34]4[CH:39]=[CH:38][CH:37]=[CH:36][CH:35]=4)=[CH:32][CH:31]=[C:30]([O:40][CH3:41])[C:28]=3[N:29]=2)=[O:14])=[CH:15][CH:16]=1)(=[O:6])=[O:7])[CH2:18][CH3:19]. The yield is 0.920. The reactants are [CH2:1]([N:4]([CH2:17][CH2:18][CH3:19])[S:5]([C:8]1[CH:16]=[CH:15][C:11]([C:12]([OH:14])=O)=[CH:10][CH:9]=1)(=[O:7])=[O:6])[CH2:2][CH3:3].S(Cl)(Cl)=O.[NH2:24][C:25]1[S:26][C:27]2[C:33]([C:34]3[CH:39]=[CH:38][CH:37]=[CH:36][CH:35]=3)=[CH:32][CH:31]=[C:30]([O:40][CH3:41])[C:28]=2[N:29]=1.C(N(CC)CC)C. The catalyst is C1(C)C=CC=CC=1.CN(C1C=CN=CC=1)C. (6) The reactants are [CH2:1]([N:8]1[CH2:12][CH2:11][CH:10]([C:13]#[N:14])[CH2:9]1)[C:2]1[CH:7]=[CH:6][CH:5]=[CH:4][CH:3]=1.[H-].[H-].[H-].[H-].[Li+].[Al+3].N1CCCC1. The catalyst is C1COCC1. The product is [CH2:1]([N:8]1[CH2:12][CH2:11][C@H:10]([CH2:13][NH2:14])[CH2:9]1)[C:2]1[CH:7]=[CH:6][CH:5]=[CH:4][CH:3]=1. The yield is 0.820. (7) The catalyst is O1CCOCC1.O.C1C=CC([P]([Pd]([P](C2C=CC=CC=2)(C2C=CC=CC=2)C2C=CC=CC=2)([P](C2C=CC=CC=2)(C2C=CC=CC=2)C2C=CC=CC=2)[P](C2C=CC=CC=2)(C2C=CC=CC=2)C2C=CC=CC=2)(C2C=CC=CC=2)C2C=CC=CC=2)=CC=1. The yield is 0.710. The reactants are [CH:1]1([N:4]2[CH2:9][C:8]3([CH2:14][CH2:13][N:12]([S:15]([C:18]4[CH:23]=[CH:22][C:21](B5OC(C)(C)C(C)(C)O5)=[CH:20][CH:19]=4)(=[O:17])=[O:16])[CH2:11][CH2:10]3)[O:7][CH2:6][C:5]2=[O:33])[CH2:3][CH2:2]1.Br[C:35]1[S:43][C:42]2[C:37](=[N:38][CH:39]=[C:40]([C:45]([NH2:47])=[O:46])[C:41]=2[Cl:44])[CH:36]=1.C(=O)([O-])[O-].[K+].[K+]. The product is [Cl:44][C:41]1[C:40]([C:45]([NH2:47])=[O:46])=[CH:39][N:38]=[C:37]2[CH:36]=[C:35]([C:21]3[CH:22]=[CH:23][C:18]([S:15]([N:12]4[CH2:11][CH2:10][C:8]5([O:7][CH2:6][C:5](=[O:33])[N:4]([CH:1]6[CH2:3][CH2:2]6)[CH2:9]5)[CH2:14][CH2:13]4)(=[O:16])=[O:17])=[CH:19][CH:20]=3)[S:43][C:42]=12. (8) The reactants are CN(C)[CH:3]=[O:4].C(Cl)(=O)C(Cl)=O.[CH3:12][C:13]1[N:14]([Si](C(C)C)(C(C)C)C(C)C)[CH:15]=[CH:16][C:17]=1[C:18]([O:20][CH2:21][CH3:22])=[O:19]. The catalyst is ClCCl. The product is [CH:3]([C:16]1[C:17]([C:18]([O:20][CH2:21][CH3:22])=[O:19])=[C:13]([CH3:12])[NH:14][CH:15]=1)=[O:4]. The yield is 0.740. (9) The reactants are C[Si](C)(C)[O:3][C:4]([CH:6]=[CH2:7])=[CH2:5].[C:10]([O:15][CH2:16][CH:17]([CH3:19])[CH3:18])(=[O:14])[C:11]([CH3:13])=[CH2:12].F[P-](F)(F)(F)(F)F.C([N+]1C=CN(C)C=1)CCC. The catalyst is C(C1C=C(C(C)(C)C)C(O)=C(C(C)(C)C)C=1)C1C=C(C(C)(C)C)C(O)=C(C(C)(C)C)C=1. The product is [CH3:12][C:11]1([C:10]([O:15][CH2:16][CH:17]([CH3:19])[CH3:18])=[O:14])[CH2:7][CH2:6][C:4](=[O:5])[CH2:3][CH2:13]1. The yield is 0.213.